From a dataset of Peptide-MHC class II binding affinity with 134,281 pairs from IEDB. Regression. Given a peptide amino acid sequence and an MHC pseudo amino acid sequence, predict their binding affinity value. This is MHC class II binding data. (1) The peptide sequence is LLGQNTAAIAAIEAQ. The binding affinity (normalized) is 0.464. The MHC is HLA-DQA10501-DQB10301 with pseudo-sequence HLA-DQA10501-DQB10301. (2) The peptide sequence is TMKNKAWMVHRQWFF. The MHC is DRB1_1101 with pseudo-sequence DRB1_1101. The binding affinity (normalized) is 0.724. (3) The peptide sequence is IDGNCDGRGKSTRST. The MHC is HLA-DQA10501-DQB10303 with pseudo-sequence HLA-DQA10501-DQB10303. The binding affinity (normalized) is 0. (4) The peptide sequence is DKLTGPFTVRYTTEG. The MHC is DRB3_0202 with pseudo-sequence DRB3_0202. The binding affinity (normalized) is 0.105. (5) The MHC is DRB1_0401 with pseudo-sequence DRB1_0401. The binding affinity (normalized) is 0.120. The peptide sequence is AASGADGTYDITKLG. (6) The peptide sequence is GELQIVDKIDAAFGI. The MHC is DRB1_0701 with pseudo-sequence DRB1_0701. The binding affinity (normalized) is 0.380.